This data is from Drug-target binding data from BindingDB using IC50 measurements. The task is: Regression. Given a target protein amino acid sequence and a drug SMILES string, predict the binding affinity score between them. We predict pIC50 (pIC50 = -log10(IC50 in M); higher means more potent). Dataset: bindingdb_ic50. (1) The pIC50 is 4.0. The target protein sequence is MERAGPSFGQQRQQQQPQQQKQQQRDQDSVEAWLDDHWDFTFSYFVRKATREMVNAWFAERVHTIPVCKEGIRGHTESCSCPLQQSPRADNSAPGTPTRKISASEFDRPLRPIVVKDSEGTVSFLSDSEKKEQMPLTPPRFDHDEGDQCSRLLELVKDISSHLDVTALCHKIFLHIHGLISADRYSLFLVCEDSSNDKFLISRLFDVAEGSTLEEVSNNCIRLEWNKGIVGHVAALGEPLNIKDAYEDPRFNAEVDQITGYKTQSILCMPIKNHREEVVGVAQAINKKSGNGGTFTEKDEKDFAAYLAFCGIVLHNAQLYETSLLENKRNQVLLDLASLIFEEQQSLEVILKKIAATIISFMQVQKCTIFIVDEDCSDSFSSVFHMECEELEKSSDTLTREHDANKINYMYAQYVKNTMEPLNIPDVSKDKRFPWTTENTGNVNQQCIRSLLCTPIKNGKKNKVIGVCQLVNKMEENTGKVKPFNRNDEQFLEAFVIFCG.... The small molecule is CC(C)Cn1c(=O)n(C)c(=O)c2[nH]cnc21. (2) The pIC50 is 6.6. The drug is CNc1ncc2ccc(Oc3cc(C(=O)c4c(-c5ccccc5)n(C)n(-c5ccccc5)c4=O)ccc3N)cc2n1. The target protein (Q9NZJ5) has sequence MERAISPGLLVRALLLLLLLLGLAARTVAAGRARGLPAPTAEAAFGLGAAAAPTSATRVPAAGAVAAAEVTVEDAEALPAAAGEQEPRGPEPDDETELRPRGRSLVIISTLDGRIAALDPENHGKKQWDLDVGSGSLVSSSLSKPEVFGNKMIIPSLDGALFQWDQDRESMETVPFTVESLLESSYKFGDDVVLVGGKSLTTYGLSAYSGKVRYICSALGCRQWDSDEMEQEEDILLLQRTQKTVRAVGPRSGNEKWNFSVGHFELRYIPDMETRAGFIESTFKPNENTEESKIISDVEEQEAAIMDIVIKVSVADWKVMAFSKKGGHLEWEYQFCTPIASAWLLKDGKVIPISLFDDTSYTSNDDVLEDEEDIVEAARGATENSVYLGMYRGQLYLQSSVRISEKFPSSPKALESVTNENAIIPLPTIKWKPLIHSPSRTPVLVGSDEFDKCLSNDKFSHEEYSNGALSILQYPYDNGYYLPYYKRERNKRSTQITVRF....